Dataset: Reaction yield outcomes from USPTO patents with 853,638 reactions. Task: Predict the reaction yield, written as a fraction of the theoretical maximum amount of product (1.0 means a 100% yield; for example, 0.34 means a 34% yield). (1) The reactants are [CH3:1][C:2]1[O:6][N:5]=[C:4]([C:7]2[CH:12]=[CH:11][CH:10]=[CH:9][CH:8]=2)[C:3]=1[CH2:13][O:14][C:15]1[CH:23]=[CH:22][C:18]([C:19]([OH:21])=O)=[CH:17][N:16]=1.[NH2:24][CH:25]1[CH2:30][CH2:29][CH2:28][N:27]([C:31]([O:33][C:34]([CH3:37])([CH3:36])[CH3:35])=[O:32])[CH2:26]1. No catalyst specified. The product is [C:34]([O:33][C:31]([N:27]1[CH2:28][CH2:29][CH2:30][CH:25]([NH:24][C:19]([C:18]2[CH:17]=[N:16][C:15]([O:14][CH2:13][C:3]3[C:4]([C:7]4[CH:8]=[CH:9][CH:10]=[CH:11][CH:12]=4)=[N:5][O:6][C:2]=3[CH3:1])=[CH:23][CH:22]=2)=[O:21])[CH2:26]1)=[O:32])([CH3:37])([CH3:35])[CH3:36]. The yield is 0.610. (2) The reactants are [Cl:1][C:2]1[CH:7]=[CH:6][CH:5]=[CH:4][C:3]=1[OH:8].[Cl-].[Al+3].[Cl-].[Cl-].[C:13](Cl)(=[O:15])[CH3:14]. The catalyst is C(=S)=S. The product is [OH:8][C:3]1[CH:4]=[CH:5][C:6]([C:13](=[O:15])[CH3:14])=[CH:7][C:2]=1[Cl:1]. The yield is 0.480. (3) The reactants are Br[C:2]1[C:3]([CH3:17])=[C:4]([O:14][CH2:15][CH3:16])[C:5]2[O:9][C:8]([CH3:11])([CH3:10])[CH2:7][C:6]=2[C:12]=1[CH3:13].[F:18][C:19]1[CH:24]=[CH:23][C:22]([N:25]2[CH2:30][CH2:29][NH:28][CH2:27][CH2:26]2)=[CH:21][CH:20]=1. No catalyst specified. The product is [CH2:15]([O:14][C:4]1[C:5]2[O:9][C:8]([CH3:11])([CH3:10])[CH2:7][C:6]=2[C:12]([CH3:13])=[C:2]([N:28]2[CH2:27][CH2:26][N:25]([C:22]3[CH:21]=[CH:20][C:19]([F:18])=[CH:24][CH:23]=3)[CH2:30][CH2:29]2)[C:3]=1[CH3:17])[CH3:16]. The yield is 0.410. (4) The reactants are [F:1][C:2]1[CH:7]=[CH:6][C:5]([C:8]2[CH:13]=[CH:12][CH:11]=[CH:10][CH:9]=2)=[C:4]([CH2:14][C:15]([CH:21]2[O:26][CH2:25][CH2:24][N:23](CC3C=CC=CC=3)[CH2:22]2)([OH:20])[CH2:16][CH:17]([CH3:19])[CH3:18])[CH:3]=1.[Cl:34]C(OC(Cl)C)=O.CCN(C(C)C)C(C)C. The catalyst is C(Cl)Cl. The product is [ClH:34].[F:1][C:2]1[CH:7]=[CH:6][C:5]([C:8]2[CH:9]=[CH:10][CH:11]=[CH:12][CH:13]=2)=[C:4]([CH2:14][C:15]([CH:21]2[O:26][CH2:25][CH2:24][NH:23][CH2:22]2)([OH:20])[CH2:16][CH:17]([CH3:19])[CH3:18])[CH:3]=1. The yield is 0.620.